From a dataset of Forward reaction prediction with 1.9M reactions from USPTO patents (1976-2016). Predict the product of the given reaction. (1) Given the reactants [OH:1][C:2]([C:17]([F:20])([F:19])[F:18])([CH2:5][C:6]([C:9]1[CH:14]=[CH:13][CH:12]=[CH:11][C:10]=1[O:15][CH3:16])([CH3:8])[CH3:7])[CH:3]=O.[CH:21]1[C:30]2[C:25](=[CH:26][CH:27]=[CH:28][CH:29]=2)[CH:24]=[CH:23][C:22]=1[NH2:31], predict the reaction product. The product is: [F:20][C:17]([F:18])([F:19])[C:2]([CH:3]=[N:31][C:22]1[CH:23]=[CH:24][C:25]2[C:30](=[CH:29][CH:28]=[CH:27][CH:26]=2)[CH:21]=1)([OH:1])[CH2:5][C:6]([C:9]1[CH:14]=[CH:13][CH:12]=[CH:11][C:10]=1[O:15][CH3:16])([CH3:7])[CH3:8]. (2) Given the reactants [CH3:1][NH:2][N:3]=[CH:4][C:5](=[O:7])[CH3:6].[CH:8]([C:11]1[CH:16]=[CH:15][C:14]([C:17](=O)[CH:18]=[O:19])=[CH:13][CH:12]=1)([CH3:10])[CH3:9].CCCCCC.C(OCC)(=O)C, predict the reaction product. The product is: [CH:8]([C:11]1[CH:16]=[CH:15][C:14]([C:17]2[N:2]([CH3:1])[N:3]=[C:4]([C:5](=[O:7])[CH3:6])[C:18]=2[OH:19])=[CH:13][CH:12]=1)([CH3:10])[CH3:9]. (3) Given the reactants [C:1]([NH:4][C@@H:5]1[C@@H:10]([N:11]=[N+:12]=[N-:13])[CH2:9][C:8]([P:14]([O:19][CH2:20][CH3:21])(=[O:18])[O:15][CH2:16][CH3:17])=[CH:7][C@H:6]1[OH:22])(=[O:3])[CH3:2].ClC(Cl)(Cl)C(=N)O[CH:27]([CH2:30][CH3:31])[CH2:28][CH3:29].C(S(O)(=O)=O)(F)(F)F, predict the reaction product. The product is: [C:1]([NH:4][C@@H:5]1[C@@H:10]([N:11]=[N+:12]=[N-:13])[CH2:9][C:8]([P:14]([O:15][CH2:16][CH3:17])(=[O:18])[O:19][CH2:20][CH3:21])=[CH:7][C@H:6]1[O:22][CH:27]([CH2:30][CH3:31])[CH2:28][CH3:29])(=[O:3])[CH3:2]. (4) Given the reactants [N]=O.[CH3:3][CH:4]([OH:19])[CH:5]([OH:18])[CH:6]1[NH:11][C:10]2[C:12]([N:14]=[C:15]([NH2:17])[NH:16][C:9]=2[NH:8][CH2:7]1)=[O:13], predict the reaction product. The product is: [CH3:3][CH:4]([OH:19])[CH:5]([OH:18])[C:6]1[N:11]=[C:10]2[C:12]([N:14]=[C:15]([NH2:17])[NH:16][C:9]2=[N:8][CH:7]=1)=[O:13]. (5) Given the reactants [C:1]([C:4]1[S:8][C:7]2[CH:9]=[CH:10][CH:11]=[C:12]([C:13]3[CH:18]=[C:17]([C:19]([CH3:22])([CH3:21])[CH3:20])[CH:16]=[C:15]([C:23]([CH3:26])([CH3:25])[CH3:24])[C:14]=3[O:27]COC)[C:6]=2[CH:5]=1)(=[O:3])[CH3:2].Cl, predict the reaction product. The product is: [C:1]([C:4]1[S:8][C:7]2[CH:9]=[CH:10][CH:11]=[C:12]([C:13]3[CH:18]=[C:17]([C:19]([CH3:21])([CH3:20])[CH3:22])[CH:16]=[C:15]([C:23]([CH3:26])([CH3:25])[CH3:24])[C:14]=3[OH:27])[C:6]=2[CH:5]=1)(=[O:3])[CH3:2].